Dataset: Full USPTO retrosynthesis dataset with 1.9M reactions from patents (1976-2016). Task: Predict the reactants needed to synthesize the given product. Given the product [CH2:1]([O:3][C:4]([CH:6]1[CH2:11][CH2:10][CH:9]([CH2:12][C:13]2[NH:28][C:22]3[C:23]([N:26]=2)=[N:24][CH:25]=[CH:20][CH:21]=3)[CH2:8][CH2:7]1)=[O:5])[CH3:2], predict the reactants needed to synthesize it. The reactants are: [CH2:1]([O:3][C:4]([CH:6]1[CH2:11][CH2:10][CH:9]([CH2:12][C:13](O)=O)[CH2:8][CH2:7]1)=[O:5])[CH3:2].C(Cl)CCl.[CH:20]1[CH:25]=[N:24][C:23]2[N:26](O)N=[N:28][C:22]=2[CH:21]=1.C1(N)C=CC=CC=1N.